From a dataset of Forward reaction prediction with 1.9M reactions from USPTO patents (1976-2016). Predict the product of the given reaction. (1) Given the reactants Br[C:2]1[N:6]([C:7]2[CH:12]=[CH:11][C:10]([F:13])=[CH:9][C:8]=2[CH3:14])[N:5]=[C:4]([C:15]([F:18])([F:17])[F:16])[CH:3]=1.C([Li])CCC.[B:24](OC(C)C)([O:29]C(C)C)[O:25]C(C)C, predict the reaction product. The product is: [F:13][C:10]1[CH:11]=[CH:12][C:7]([N:6]2[C:2]([B:24]([OH:29])[OH:25])=[CH:3][C:4]([C:15]([F:18])([F:17])[F:16])=[N:5]2)=[C:8]([CH3:14])[CH:9]=1. (2) Given the reactants Cl[C:2]1[C:3]2[C:7]([CH:8]=[CH:9][CH:10]=1)=[N:6][N:5]1[C:11]([CH:16]3[CH2:21][CH2:20][N:19]([C:22]([O:24][C:25]([CH3:28])([CH3:27])[CH3:26])=[O:23])[CH2:18][CH2:17]3)=[CH:12][C:13](=[O:15])[NH:14][C:4]=21.C1(P(C2CCCCC2)[C:36]2C=CC=C[C:37]=2[C:42]2C(N(C)C)=CC=CC=2N(C)C)CCCCC1.[Br-].C1([Zn+])CC1, predict the reaction product. The product is: [CH:42]1([C:2]2[C:3]3[C:7]([CH:8]=[CH:9][CH:10]=2)=[N:6][N:5]2[C:11]([CH:16]4[CH2:21][CH2:20][N:19]([C:22]([O:24][C:25]([CH3:28])([CH3:27])[CH3:26])=[O:23])[CH2:18][CH2:17]4)=[CH:12][C:13](=[O:15])[NH:14][C:4]=32)[CH2:37][CH2:36]1. (3) Given the reactants [NH2:1][C:2]1[CH:7]=[CH:6][CH:5]=[CH:4][C:3]=1[B:8]([OH:10])[OH:9].C(N(CC)CC)C.[C:18](Cl)(=[O:20])[CH3:19], predict the reaction product. The product is: [C:18]([NH:1][C:2]1[CH:7]=[CH:6][CH:5]=[CH:4][C:3]=1[B:8]([OH:10])[OH:9])(=[O:20])[CH3:19]. (4) Given the reactants [NH2:1][C:2]1[N:7]=[C:6]([N:8]2[CH2:13][CH2:12][CH2:11][C@@H:10]([C:14]([N:16]([CH3:18])[CH3:17])=[O:15])[CH2:9]2)[CH:5]=[CH:4][C:3]=1[N+:19]([O-])=O.[F:22][CH:23]([F:33])[O:24][C:25]1[CH:26]=[C:27]([CH:30]=[CH:31][CH:32]=1)[CH:28]=O.O.S(S([O-])=O)([O-])=O.[Na+].[Na+], predict the reaction product. The product is: [F:22][CH:23]([F:33])[O:24][C:25]1[CH:26]=[C:27]([C:28]2[NH:1][C:2]3=[N:7][C:6]([N:8]4[CH2:13][CH2:12][CH2:11][C@@H:10]([C:14]([N:16]([CH3:18])[CH3:17])=[O:15])[CH2:9]4)=[CH:5][CH:4]=[C:3]3[N:19]=2)[CH:30]=[CH:31][CH:32]=1.